Dataset: Forward reaction prediction with 1.9M reactions from USPTO patents (1976-2016). Task: Predict the product of the given reaction. Given the reactants [CH3:13][C:12]([O:11][C:9](O[C:9]([O:11][C:12]([CH3:15])([CH3:14])[CH3:13])=[O:10])=[O:10])([CH3:15])[CH3:14].[Br:16][C:17]1[CH:26]=[C:25]2[C:20]([C:21](=[O:34])[C:22]3[C:32](=[O:33])[NH:31][S:30][C:23]=3[N:24]2[CH:27]2[CH2:29][CH2:28]2)=[CH:19][C:18]=1[F:35].O, predict the reaction product. The product is: [Br:16][C:17]1[CH:26]=[C:25]2[C:20]([C:21](=[O:34])[C:22]3[C:32](=[O:33])[N:31]([C:9]([O:11][C:12]([CH3:13])([CH3:14])[CH3:15])=[O:10])[S:30][C:23]=3[N:24]2[CH:27]2[CH2:29][CH2:28]2)=[CH:19][C:18]=1[F:35].